This data is from Peptide-MHC class II binding affinity with 134,281 pairs from IEDB. The task is: Regression. Given a peptide amino acid sequence and an MHC pseudo amino acid sequence, predict their binding affinity value. This is MHC class II binding data. (1) The peptide sequence is FLDPASIAARGWAAH. The MHC is DRB3_0202 with pseudo-sequence DRB3_0202. The binding affinity (normalized) is 0.576. (2) The peptide sequence is PDTTCSEIEEFRDRA. The MHC is DRB3_0101 with pseudo-sequence DRB3_0101. The binding affinity (normalized) is 0.315. (3) The peptide sequence is QMKDCTERQANFLGKIW. The MHC is HLA-DQA10501-DQB10201 with pseudo-sequence HLA-DQA10501-DQB10201. The binding affinity (normalized) is 0.236.